Dataset: NCI-60 drug combinations with 297,098 pairs across 59 cell lines. Task: Regression. Given two drug SMILES strings and cell line genomic features, predict the synergy score measuring deviation from expected non-interaction effect. (1) Drug 1: CC1=C2C(C(=O)C3(C(CC4C(C3C(C(C2(C)C)(CC1OC(=O)C(C(C5=CC=CC=C5)NC(=O)C6=CC=CC=C6)O)O)OC(=O)C7=CC=CC=C7)(CO4)OC(=O)C)O)C)OC(=O)C. Drug 2: C(CCl)NC(=O)N(CCCl)N=O. Cell line: SF-295. Synergy scores: CSS=43.9, Synergy_ZIP=-1.63, Synergy_Bliss=1.87, Synergy_Loewe=-17.5, Synergy_HSA=0.323. (2) Drug 1: CC1C(C(CC(O1)OC2CC(CC3=C2C(=C4C(=C3O)C(=O)C5=C(C4=O)C(=CC=C5)OC)O)(C(=O)CO)O)N)O.Cl. Drug 2: CCC1(C2=C(COC1=O)C(=O)N3CC4=CC5=C(C=CC(=C5CN(C)C)O)N=C4C3=C2)O.Cl. Cell line: NCI/ADR-RES. Synergy scores: CSS=9.49, Synergy_ZIP=-3.86, Synergy_Bliss=0.772, Synergy_Loewe=-18.2, Synergy_HSA=-3.35. (3) Drug 1: COC1=CC(=CC(=C1O)OC)C2C3C(COC3=O)C(C4=CC5=C(C=C24)OCO5)OC6C(C(C7C(O6)COC(O7)C8=CC=CS8)O)O. Drug 2: CC1=C(C=C(C=C1)C(=O)NC2=CC(=CC(=C2)C(F)(F)F)N3C=C(N=C3)C)NC4=NC=CC(=N4)C5=CN=CC=C5. Cell line: UO-31. Synergy scores: CSS=14.7, Synergy_ZIP=-3.91, Synergy_Bliss=2.26, Synergy_Loewe=-1.05, Synergy_HSA=2.66. (4) Drug 1: C1CCN(CC1)CCOC2=CC=C(C=C2)C(=O)C3=C(SC4=C3C=CC(=C4)O)C5=CC=C(C=C5)O. Drug 2: CN(CCCl)CCCl.Cl. Cell line: RXF 393. Synergy scores: CSS=10.4, Synergy_ZIP=-3.05, Synergy_Bliss=-1.45, Synergy_Loewe=-1.49, Synergy_HSA=0.588. (5) Drug 1: C(=O)(N)NO. Drug 2: CC1CCCC2(C(O2)CC(NC(=O)CC(C(C(=O)C(C1O)C)(C)C)O)C(=CC3=CSC(=N3)C)C)C. Cell line: RPMI-8226. Synergy scores: CSS=72.0, Synergy_ZIP=4.51, Synergy_Bliss=4.00, Synergy_Loewe=-6.40, Synergy_HSA=3.93. (6) Drug 1: C1CCN(CC1)CCOC2=CC=C(C=C2)C(=O)C3=C(SC4=C3C=CC(=C4)O)C5=CC=C(C=C5)O. Drug 2: CC1=C(C=C(C=C1)C(=O)NC2=CC(=CC(=C2)C(F)(F)F)N3C=C(N=C3)C)NC4=NC=CC(=N4)C5=CN=CC=C5. Cell line: K-562. Synergy scores: CSS=68.8, Synergy_ZIP=4.61, Synergy_Bliss=5.47, Synergy_Loewe=2.65, Synergy_HSA=7.04. (7) Drug 1: CN1C(=O)N2C=NC(=C2N=N1)C(=O)N. Drug 2: C1=CC=C(C(=C1)C(C2=CC=C(C=C2)Cl)C(Cl)Cl)Cl. Cell line: SR. Synergy scores: CSS=6.48, Synergy_ZIP=-2.80, Synergy_Bliss=1.92, Synergy_Loewe=-0.290, Synergy_HSA=2.45. (8) Drug 1: CC1=C2C(C(=O)C3(C(CC4C(C3C(C(C2(C)C)(CC1OC(=O)C(C(C5=CC=CC=C5)NC(=O)OC(C)(C)C)O)O)OC(=O)C6=CC=CC=C6)(CO4)OC(=O)C)OC)C)OC. Drug 2: C1=CC(=CC=C1CC(C(=O)O)N)N(CCCl)CCCl.Cl. Cell line: MDA-MB-231. Synergy scores: CSS=41.4, Synergy_ZIP=-1.76, Synergy_Bliss=1.10, Synergy_Loewe=-2.02, Synergy_HSA=3.46.